Dataset: Forward reaction prediction with 1.9M reactions from USPTO patents (1976-2016). Task: Predict the product of the given reaction. (1) Given the reactants [Cl:1][C:2]1[CH:7]=[CH:6][CH:5]=[CH:4][C:3]=1[CH:8]1[C:13]([C:14]#[N:15])=[C:12]([CH2:16]Br)[NH:11][C:10]2=[N:18][NH:19][CH:20]=[C:9]12.[C:21]1([N:27]2[CH2:32][CH2:31][NH:30][CH2:29][CH2:28]2)[CH:26]=[CH:25][CH:24]=[CH:23][CH:22]=1, predict the reaction product. The product is: [ClH:1].[ClH:1].[ClH:1].[Cl:1][C:2]1[CH:7]=[CH:6][CH:5]=[CH:4][C:3]=1[CH:8]1[C:13]([C:14]#[N:15])=[C:12]([CH2:16][N:30]2[CH2:31][CH2:32][N:27]([C:21]3[CH:26]=[CH:25][CH:24]=[CH:23][CH:22]=3)[CH2:28][CH2:29]2)[NH:11][C:10]2=[N:18][NH:19][CH:20]=[C:9]12. (2) The product is: [C:1]([O:4][C@@H:5]1[CH2:9][N:8]([C:10]([O:12][C:13]([CH3:14])([CH3:16])[CH3:15])=[O:11])[C@H:7]([CH2:17][O:18][C:25]2[CH:26]=[CH:27][C:22]([C:21]([O:20][CH3:19])=[O:29])=[CH:23][CH:24]=2)[CH2:6]1)(=[O:3])[CH3:2]. Given the reactants [C:1]([O:4][C@@H:5]1[CH2:9][N:8]([C:10]([O:12][C:13]([CH3:16])([CH3:15])[CH3:14])=[O:11])[C@H:7]([CH2:17][OH:18])[CH2:6]1)(=[O:3])[CH3:2].[CH3:19][O:20][C:21](=[O:29])[C:22]1[CH:27]=[CH:26][C:25](O)=[CH:24][CH:23]=1.C1C=CC(P(C2C=CC=CC=2)C2C=CC=CC=2)=CC=1.CC(OC(/N=N/C(OC(C)C)=O)=O)C, predict the reaction product. (3) Given the reactants O=[C:2]1[CH2:7][CH2:6][N:5]([C:8]2[CH:13]=[CH:12][C:11]([NH:14][S:15]([C:18]3[CH:23]=[CH:22][C:21]([NH:24][C:25](=[O:27])[CH3:26])=[CH:20][CH:19]=3)(=[O:17])=[O:16])=[CH:10][CH:9]=2)[CH2:4][CH2:3]1.C([O:35][C:36]1[CH:41]=[CH:40][C:39]([C@@H:42]([OH:45])[CH2:43][NH2:44])=[CH:38][C:37]=1[NH:46][S:47]([CH3:50])(=[O:49])=[O:48])C1C=CC=CC=1, predict the reaction product. The product is: [OH:45][C@H:42]([C:39]1[CH:40]=[CH:41][C:36]([OH:35])=[C:37]([NH:46][S:47]([CH3:50])(=[O:49])=[O:48])[CH:38]=1)[CH2:43][NH:44][CH:2]1[CH2:7][CH2:6][N:5]([C:8]2[CH:9]=[CH:10][C:11]([NH:14][S:15]([C:18]3[CH:23]=[CH:22][C:21]([NH:24][C:25](=[O:27])[CH3:26])=[CH:20][CH:19]=3)(=[O:16])=[O:17])=[CH:12][CH:13]=2)[CH2:4][CH2:3]1. (4) The product is: [C:17]([S:19][CH2:2][C:3]1[C:10]([N+:11]([O-:13])=[O:12])=[CH:9][C:6]([CH2:7][OH:8])=[CH:5][C:4]=1[N+:14]([O-:16])=[O:15])(=[O:20])[CH3:18]. Given the reactants Br[CH2:2][C:3]1[C:10]([N+:11]([O-:13])=[O:12])=[CH:9][C:6]([CH2:7][OH:8])=[CH:5][C:4]=1[N+:14]([O-:16])=[O:15].[C:17]([O-:20])(=[S:19])[CH3:18].[K+], predict the reaction product. (5) Given the reactants [NH2:1][C:2]1[CH:9]=[CH:8][C:5]([C:6]#[N:7])=[CH:4][C:3]=1[Br:10].[N:11]([O-])=O.[Na+].O.O.[Sn](Cl)Cl.[OH-].[Na+], predict the reaction product. The product is: [Br:10][C:3]1[CH:4]=[C:5]([C:6]#[N:7])[CH:8]=[CH:9][C:2]=1[NH:1][NH2:11]. (6) Given the reactants [NH:1]1[CH2:11][CH2:10][CH:4]([C:5]([O:7]CC)=O)[CH2:3][CH2:2]1.[CH3:12][C:13]1[CH:14]=[C:15](Br)[CH:16]=[CH:17][C:18]=1[CH3:19].[NH:21]1[CH2:26][CH2:25][S:24][CH2:23][CH2:22]1, predict the reaction product. The product is: [CH3:12][C:13]1[CH:14]=[C:15]([N:1]2[CH2:2][CH2:3][CH:4]([C:5]([N:21]3[CH2:26][CH2:25][S:24][CH2:23][CH2:22]3)=[O:7])[CH2:10][CH2:11]2)[CH:16]=[CH:17][C:18]=1[CH3:19]. (7) Given the reactants Cl[C:2]1[N:7]=[C:6]([C:8]2[S:12][C:11]([C:13]([CH3:16])([CH3:15])[CH3:14])=[N:10][C:9]=2[C:17]2[C:18]([F:35])=[C:19]([NH:23][S:24]([C:27]3[C:32]([F:33])=[CH:31][CH:30]=[CH:29][C:28]=3[F:34])(=[O:26])=[O:25])[CH:20]=[CH:21][CH:22]=2)[CH:5]=[CH:4][N:3]=1.[OH-].[NH4+:37], predict the reaction product. The product is: [NH2:37][C:2]1[N:7]=[C:6]([C:8]2[S:12][C:11]([C:13]([CH3:16])([CH3:15])[CH3:14])=[N:10][C:9]=2[C:17]2[C:18]([F:35])=[C:19]([NH:23][S:24]([C:27]3[C:32]([F:33])=[CH:31][CH:30]=[CH:29][C:28]=3[F:34])(=[O:26])=[O:25])[CH:20]=[CH:21][CH:22]=2)[CH:5]=[CH:4][N:3]=1. (8) Given the reactants [C:1]1([S:7]([N:10]2[C:14]3=[N:15][CH:16]=[CH:17][CH:18]=[C:13]3[C:12](B(O)O)=[CH:11]2)(=[O:9])=[O:8])[CH:6]=[CH:5][CH:4]=[CH:3][CH:2]=1.Cl[C:23]1[N:28]=[C:27]([NH2:29])[N:26]=[C:25]([NH:30][CH3:31])[CH:24]=1, predict the reaction product. The product is: [C:1]1([S:7]([N:10]2[C:14]3=[N:15][CH:16]=[CH:17][CH:18]=[C:13]3[C:12]([C:23]3[N:28]=[C:27]([NH2:29])[N:26]=[C:25]([NH:30][CH3:31])[CH:24]=3)=[CH:11]2)(=[O:9])=[O:8])[CH:6]=[CH:5][CH:4]=[CH:3][CH:2]=1. (9) The product is: [NH2:7][C:8]1[C:15]([CH2:21][CH3:22])=[CH:14][C:11]([C:12]#[N:13])=[C:10]([C:17]([F:20])([F:19])[F:18])[CH:9]=1. Given the reactants C([O-])([O-])=O.[Cs+].[Cs+].[NH2:7][C:8]1[C:15](I)=[CH:14][C:11]([C:12]#[N:13])=[C:10]([C:17]([F:20])([F:19])[F:18])[CH:9]=1.[CH2:21](B(CC)CC)[CH3:22], predict the reaction product. (10) The product is: [Cl:6][C:7]1[CH:12]=[CH:11][N:10]=[C:9]2[NH:13][CH:14]=[C:15]([N+:16]([O-:18])=[O:17])[C:8]=12. Given the reactants S(=O)(=O)(O)O.[Cl:6][C:7]1[CH:12]=[CH:11][N:10]=[C:9]2[NH:13][CH:14]=[CH:15][C:8]=12.[N+:16]([O-])([OH:18])=[O:17], predict the reaction product.